Dataset: Reaction yield outcomes from USPTO patents with 853,638 reactions. Task: Predict the reaction yield, written as a fraction of the theoretical maximum amount of product (1.0 means a 100% yield; for example, 0.34 means a 34% yield). (1) The reactants are [C:1]([NH:9][NH2:10])(=[O:8])[C:2]1[CH:7]=[CH:6][CH:5]=[CH:4][CH:3]=1.[CH:11]1[CH:16]=[CH:15][C:14](/[CH:17]=[CH:18]/[CH:19]=O)=[CH:13][CH:12]=1. The catalyst is CCCCCC. The product is [C:14]1(/[CH:17]=[CH:18]/[CH:19]=[N:10]/[NH:9][C:1](=[O:8])[C:2]2[CH:7]=[CH:6][CH:5]=[CH:4][CH:3]=2)[CH:15]=[CH:16][CH:11]=[CH:12][CH:13]=1. The yield is 0.900. (2) The reactants are [NH2:1][C:2]1[C:3]([Cl:8])=[N:4][CH:5]=[CH:6][CH:7]=1.CS[C:11]1[S:12]/[C:13](=[CH:17]\[C:18]2[CH:19]=[C:20]3[C:25](=[CH:26][CH:27]=2)[N:24]=[CH:23][CH:22]=[CH:21]3)/[C:14](=[O:16])[N:15]=1.O1CCOCC1. The catalyst is C(O)C. The product is [Cl:8][C:3]1[C:2]([NH:1][C:11]2[S:12]/[C:13](=[CH:17]\[C:18]3[CH:19]=[C:20]4[C:25](=[CH:26][CH:27]=3)[N:24]=[CH:23][CH:22]=[CH:21]4)/[C:14](=[O:16])[N:15]=2)=[CH:7][CH:6]=[CH:5][N:4]=1. The yield is 0.190. (3) No catalyst specified. The yield is 0.600. The reactants are [F:1][CH:2]([F:26])[O:3][C:4]1[CH:5]=[CH:6][C:7]([N:17]2[CH:21]=[C:20]([C:22]([F:25])([F:24])[F:23])[N:19]=[N:18]2)=[C:8]([C:10]2[N:15]=[CH:14][N:13]=[C:12]([OH:16])[CH:11]=2)[CH:9]=1.N[C@@H:28]1[C:44]2[CH:45]=[C:40]([CH:41]=[CH:42][N:43]=2)[C:39]2[N:38]([CH:46]([F:48])[F:47])[N:37]=[CH:36][C:35]=2[NH:34][C:33](=[O:49])[C@H:32]([CH3:50])[CH2:31][CH2:30][CH2:29]1.CN(C(ON1N=NC2C=CC=NC1=2)=[N+](C)C)C.F[P-](F)(F)(F)(F)F.C1CCN2C(=NCCC2)CC1. The product is [F:26][CH:2]([F:1])[O:3][C:4]1[CH:5]=[CH:6][C:7]([N:17]2[CH:21]=[C:20]([C:22]([F:25])([F:24])[F:23])[N:19]=[N:18]2)=[C:8]([C:10]2[N:15]=[CH:14][N:13]([C@@H:28]3[C:44]4[CH:45]=[C:40]([CH:41]=[CH:42][N:43]=4)[C:39]4[N:38]([CH:46]([F:47])[F:48])[N:37]=[CH:36][C:35]=4[NH:34][C:33](=[O:49])[C@H:32]([CH3:50])[CH2:31][CH2:30][CH2:29]3)[C:12](=[O:16])[CH:11]=2)[CH:9]=1. (4) The reactants are C([O:3][C:4]([C:6]1[S:10][C:9]([NH:11][C:12]2[CH:17]=[CH:16][C:15]([O:18][CH3:19])=[C:14]([O:20][CH3:21])[CH:13]=2)=[N:8][CH:7]=1)=[O:5])C.[OH-].[K+]. The catalyst is C1COCC1. The product is [CH3:21][O:20][C:14]1[CH:13]=[C:12]([NH:11][C:9]2[S:10][C:6]([C:4]([OH:5])=[O:3])=[CH:7][N:8]=2)[CH:17]=[CH:16][C:15]=1[O:18][CH3:19]. The yield is 0.670.